Dataset: Reaction yield outcomes from USPTO patents with 853,638 reactions. Task: Predict the reaction yield, written as a fraction of the theoretical maximum amount of product (1.0 means a 100% yield; for example, 0.34 means a 34% yield). (1) The reactants are [CH3:1][N:2]1[C:6]([C:7]([F:10])([F:9])[F:8])=[C:5]([CH:11]=O)[C:4](=[O:13])[N:3]1[CH3:14].Cl.[NH2:16]O. The catalyst is CS(C)=O. The product is [CH3:1][N:2]1[C:6]([C:7]([F:10])([F:9])[F:8])=[C:5]([C:11]#[N:16])[C:4](=[O:13])[N:3]1[CH3:14]. The yield is 0.580. (2) The reactants are [Cl:1][C:2]1[N:7]=[C:6](Cl)[CH:5]=[C:4]([CH3:9])[N:3]=1.[NH:10]1[CH2:15][CH2:14][S:13](=[O:17])(=[O:16])[CH2:12][CH2:11]1.C(N(CC)CC)C.O. The catalyst is C(O)(C)C. The product is [Cl:1][C:2]1[N:7]=[C:6]([N:10]2[CH2:15][CH2:14][S:13](=[O:17])(=[O:16])[CH2:12][CH2:11]2)[CH:5]=[C:4]([CH3:9])[N:3]=1. The yield is 0.390. (3) The reactants are Br[C:2]1[N:6]2[C:7]3[C:12]([N:13]=[C:14]([NH:15][CH2:16][CH2:17][CH2:18][OH:19])[C:5]2=[N:4][CH:3]=1)=[CH:11][C:10]([C:20]([F:23])([F:22])[F:21])=[CH:9][CH:8]=3.C[Si](C)(C)CCOC[N:30]1[C:34](B(O)O)=[CH:33][CH:32]=[N:31]1.[C:40](=O)([O-])[O-].[Na+].[Na+].C(=O)([O-])O.[Na+]. The catalyst is CN(C)C=O.C(OCC)(=O)C.C1C=CC([P]([Pd]([P](C2C=CC=CC=2)(C2C=CC=CC=2)C2C=CC=CC=2)([P](C2C=CC=CC=2)(C2C=CC=CC=2)C2C=CC=CC=2)[P](C2C=CC=CC=2)(C2C=CC=CC=2)C2C=CC=CC=2)(C2C=CC=CC=2)C2C=CC=CC=2)=CC=1. The product is [CH3:40][C:34]1[CH:33]=[C:32]([C:2]2[N:6]3[C:7]4[C:12]([N:13]=[C:14]([NH:15][CH2:16][CH2:17][CH2:18][OH:19])[C:5]3=[N:4][CH:3]=2)=[CH:11][C:10]([C:20]([F:23])([F:22])[F:21])=[CH:9][CH:8]=4)[NH:31][N:30]=1. The yield is 0.280. (4) The reactants are S(Cl)([Cl:3])=O.[CH:5]1[C:14]2[C:9](=[CH:10][CH:11]=[CH:12][CH:13]=2)[CH:8]=[CH:7][C:6]=1[NH:15][CH2:16][C:17]([OH:19])=[O:18].[CH3:20]O. No catalyst specified. The product is [ClH:3].[CH3:20][O:18][C:17](=[O:19])[CH2:16][NH:15][C:6]1[CH:7]=[CH:8][C:9]2[C:14](=[CH:13][CH:12]=[CH:11][CH:10]=2)[CH:5]=1. The yield is 0.940.